From a dataset of Forward reaction prediction with 1.9M reactions from USPTO patents (1976-2016). Predict the product of the given reaction. (1) Given the reactants [CH2:1]([N:3]([CH2:6][CH3:7])[CH2:4][CH3:5])C.[CH2:8]([O:12][C:13]1[CH:18]=[CH:17][C:16]([S:19]([N:22]2[CH:28]([C:29]([NH:31][OH:32])=[O:30])CCNCC2)(=[O:21])=[O:20])=[CH:15][CH:14]=1)[C:9]#[C:10][CH3:11].IC, predict the reaction product. The product is: [CH2:8]([O:12][C:13]1[CH:18]=[CH:17][C:16]([S:19]([N:22]2[CH:28]([C:29]([NH:31][OH:32])=[O:30])[CH2:7][CH2:6][N:3]([CH3:1])[CH2:4][CH2:5]2)(=[O:20])=[O:21])=[CH:15][CH:14]=1)[C:9]#[C:10][CH3:11]. (2) Given the reactants C[O:2][C:3]1[N:12]=[CH:11][CH:10]=[C:9]2[C:4]=1[CH:5]=[C:6]([C:36]1[CH:41]=[CH:40][CH:39]=[CH:38][CH:37]=1)[C:7]([C:13]1[CH:35]=[CH:34][C:16]([CH2:17][N:18]3[CH2:23][CH2:22][CH:21]([N:24]4[C:28]5=[N:29][CH:30]=[N:31][C:32]([NH2:33])=[C:27]5[CH:26]=[N:25]4)[CH2:20][CH2:19]3)=[CH:15][CH:14]=1)=[N:8]2.Cl.N1C=CC=CC=1.C(=O)(O)[O-].[Na+], predict the reaction product. The product is: [NH2:33][C:32]1[N:31]=[CH:30][N:29]=[C:28]2[N:24]([CH:21]3[CH2:20][CH2:19][N:18]([CH2:17][C:16]4[CH:34]=[CH:35][C:13]([C:7]5[C:6]([C:36]6[CH:37]=[CH:38][CH:39]=[CH:40][CH:41]=6)=[CH:5][C:4]6[C:3](=[O:2])[NH:12][CH:11]=[CH:10][C:9]=6[N:8]=5)=[CH:14][CH:15]=4)[CH2:23][CH2:22]3)[N:25]=[CH:26][C:27]=12. (3) Given the reactants [CH3:1][O:2][C:3]1[CH:10]=[CH:9][C:6]([CH2:7][NH2:8])=[CH:5][CH:4]=1.[Br:11][CH2:12][CH2:13][CH2:14][CH2:15][C:16]1([C:29](Cl)=[O:30])[C:28]2[CH:27]=[CH:26][CH:25]=[CH:24][C:23]=2[C:22]2[C:17]1=[CH:18][CH:19]=[CH:20][CH:21]=2, predict the reaction product. The product is: [CH3:1][O:2][C:3]1[CH:10]=[CH:9][C:6]([CH2:7][NH:8][C:29]([C:16]2([CH2:15][CH2:14][CH2:13][CH2:12][Br:11])[C:28]3[CH:27]=[CH:26][CH:25]=[CH:24][C:23]=3[C:22]3[C:17]2=[CH:18][CH:19]=[CH:20][CH:21]=3)=[O:30])=[CH:5][CH:4]=1. (4) Given the reactants [CH3:1][O:2][C:3]1[CH:11]=[C:10]2[C:6]([CH2:7][CH2:8][C:9]2=O)=[CH:5][CH:4]=1.CCN(CC)CC.[NH2:20][OH:21].Cl, predict the reaction product. The product is: [OH:21]/[N:20]=[C:9]1\[CH2:8][CH2:7][C:6]2[C:10]\1=[CH:11][C:3]([O:2][CH3:1])=[CH:4][CH:5]=2.